From a dataset of Forward reaction prediction with 1.9M reactions from USPTO patents (1976-2016). Predict the product of the given reaction. (1) Given the reactants [CH2:1]([N:3]([CH2:23][CH3:24])[C:4]1[CH:13]=[C:12]2[C:7]([CH:8]=[C:9]([C:15]3[N:16]=[C:17]([CH2:20][C:21]#[N:22])[S:18][CH:19]=3)[C:10](=[O:14])[O:11]2)=[CH:6][CH:5]=1)[CH3:2].[OH-:25].[Na+], predict the reaction product. The product is: [CH2:23]([N:3]([CH2:1][CH3:2])[C:4]1[CH:13]=[C:12]2[C:7]([CH:8]=[C:9]([C:15]3[N:16]=[C:17]([CH2:20][C:21]([NH2:22])=[O:25])[S:18][CH:19]=3)[C:10](=[O:14])[O:11]2)=[CH:6][CH:5]=1)[CH3:24]. (2) Given the reactants [OH:1][C:2]([CH3:35])([CH3:34])[CH2:3][C@@:4]1([C:28]2[CH:33]=[CH:32][CH:31]=[CH:30][CH:29]=2)[O:9][C:8](=[O:10])[N:7]([C@H:11]([C:13]2[CH:18]=[CH:17][C:16](B3OC(C)(C)C(C)(C)O3)=[CH:15][CH:14]=2)[CH3:12])[CH2:6][CH2:5]1.Br[C:37]1[CH:38]=[CH:39][C:40](=[O:46])[N:41]([CH2:43][CH2:44][F:45])[CH:42]=1.C([O-])([O-])=O.[Cs+].[Cs+].CCOC(C)=O, predict the reaction product. The product is: [F:45][CH2:44][CH2:43][N:41]1[C:40](=[O:46])[CH:39]=[CH:38][C:37]([C:16]2[CH:15]=[CH:14][C:13]([C@@H:11]([N:7]3[CH2:6][CH2:5][C@:4]([CH2:3][C:2]([OH:1])([CH3:34])[CH3:35])([C:28]4[CH:33]=[CH:32][CH:31]=[CH:30][CH:29]=4)[O:9][C:8]3=[O:10])[CH3:12])=[CH:18][CH:17]=2)=[CH:42]1. (3) Given the reactants [CH3:1][O:2][CH2:3][O:4][C:5]1[CH:20]=[C:19]([O:21][CH2:22][O:23][CH3:24])[CH:18]=[C:17](O)[C:6]=1[C:7](=[O:16])[CH:8]=[CH:9][C:10]1[CH:15]=[CH:14][CH:13]=[CH:12][CH:11]=1.C([O-])(=[O:28])C.[Na+], predict the reaction product. The product is: [CH3:1][O:2][CH2:3][O:4][C:5]1[CH:20]=[C:19]([O:21][CH2:22][O:23][CH3:24])[CH:18]=[CH:17][C:6]=1[CH:7]1[CH2:8][C:9](=[O:28])[C:10]2[C:15](=[CH:14][CH:13]=[CH:12][CH:11]=2)[O:16]1.